Task: Predict the product of the given reaction.. Dataset: Forward reaction prediction with 1.9M reactions from USPTO patents (1976-2016) Given the reactants [N:1]([CH2:4][CH2:5][CH2:6][CH2:7][CH2:8][CH2:9][CH2:10][CH2:11][CH2:12][CH2:13][N:14]1C(=O)C2C(=CC=CC=2)C1=O)=[N+:2]=[N-:3].O.NN, predict the reaction product. The product is: [N:1]([CH2:4][CH2:5][CH2:6][CH2:7][CH2:8][CH2:9][CH2:10][CH2:11][CH2:12][CH2:13][NH2:14])=[N+:2]=[N-:3].